From a dataset of Catalyst prediction with 721,799 reactions and 888 catalyst types from USPTO. Predict which catalyst facilitates the given reaction. (1) Reactant: [N+:1]([C:4]1[CH:17]=[CH:16][C:7]([CH2:8][C:9]2([OH:15])[CH2:14][CH2:13][NH:12][CH2:11][CH2:10]2)=[CH:6][CH:5]=1)([O-])=O.[H][H]. Product: [NH2:1][C:4]1[CH:5]=[CH:6][C:7]([CH2:8][C:9]2([OH:15])[CH2:10][CH2:11][NH:12][CH2:13][CH2:14]2)=[CH:16][CH:17]=1. The catalyst class is: 227. (2) Reactant: [CH2:1]([O:8][C:9]1[CH:18]=[C:17]2[C:12]([C:13](O)=[N:14][CH:15]=[N:16]2)=[CH:11][C:10]=1[O:20][CH3:21])[C:2]1[CH:7]=[CH:6][CH:5]=[CH:4][CH:3]=1.P(Cl)(Cl)([Cl:24])=O. Product: [CH2:1]([O:8][C:9]1[CH:18]=[C:17]2[C:12]([C:13]([Cl:24])=[N:14][CH:15]=[N:16]2)=[CH:11][C:10]=1[O:20][CH3:21])[C:2]1[CH:7]=[CH:6][CH:5]=[CH:4][CH:3]=1. The catalyst class is: 11.